This data is from Catalyst prediction with 721,799 reactions and 888 catalyst types from USPTO. The task is: Predict which catalyst facilitates the given reaction. Product: [CH:1]1([CH:7]([NH:8][S:9]([C:11]([CH3:14])([CH3:13])[CH3:12])=[O:10])[CH2:15][CH3:16])[CH2:6][CH2:5][CH2:4][CH2:3][CH2:2]1. The catalyst class is: 27. Reactant: [CH:1]1([CH:7]=[N:8][S:9]([C:11]([CH3:14])([CH3:13])[CH3:12])=[O:10])[CH2:6][CH2:5][CH2:4][CH2:3][CH2:2]1.[CH2:15]([Mg]Br)[CH3:16].[Cl-].[NH4+].C(OCC)(=O)C.